Dataset: Reaction yield outcomes from USPTO patents with 853,638 reactions. Task: Predict the reaction yield, written as a fraction of the theoretical maximum amount of product (1.0 means a 100% yield; for example, 0.34 means a 34% yield). (1) The reactants are [NH2:1][C:2]1[C:7]([Cl:8])=[CH:6][CH:5]=[CH:4][N:3]=1.Br[CH2:10][C:11]([C:13]1[CH:18]=[CH:17][C:16]([F:19])=[CH:15][CH:14]=1)=O.C(=O)(O)[O-].[Na+]. The catalyst is C(O)C. The product is [Cl:8][C:7]1[C:2]2[N:3]([CH:10]=[C:11]([C:13]3[CH:18]=[CH:17][C:16]([F:19])=[CH:15][CH:14]=3)[N:1]=2)[CH:4]=[CH:5][CH:6]=1. The yield is 0.800. (2) The reactants are [F:1][C:2]1[CH:11]=[CH:10][C:5]2[NH:6][C:7](=S)[O:8][C:4]=2[CH:3]=1.S(Cl)([Cl:14])=O. The catalyst is CN(C=O)C. The product is [Cl:14][C:7]1[O:8][C:4]2[CH:3]=[C:2]([F:1])[CH:11]=[CH:10][C:5]=2[N:6]=1. The yield is 0.380. (3) The reactants are [I:1][C:2]1[C:3]([O:10][CH3:11])=[N:4][C:5]([NH2:9])=[N:6][C:7]=1[CH3:8].[C:12]([O:16][C:17](O[C:17]([O:16][C:12]([CH3:15])([CH3:14])[CH3:13])=[O:18])=[O:18])([CH3:15])([CH3:14])[CH3:13]. The catalyst is C1COCC1.CN(C)C1C=CN=CC=1. The product is [C:12]([O:16][C:17](=[O:18])[NH:9][C:5]1[N:4]=[C:3]([O:10][CH3:11])[C:2]([I:1])=[C:7]([CH3:8])[N:6]=1)([CH3:15])([CH3:14])[CH3:13]. The yield is 0.980. (4) The reactants are C(OC(=O)[NH:7][CH2:8][CH2:9][NH:10][C:11]1[S:12][C:13](=[CH:17][C:18]2[CH:23]=[CH:22][C:21]([O:24][C:25]3[CH:30]=[CH:29][C:28]([C:31]#[N:32])=[CH:27][C:26]=3[C:33]([F:36])([F:35])[F:34])=[C:20]([O:37][CH3:38])[CH:19]=2)[C:14](=[O:16])[N:15]=1)(C)(C)C.[ClH:40].C(OCC)C. The catalyst is C(OCC)(=O)C.CO. The product is [ClH:40].[NH2:7][CH2:8][CH2:9][NH:10][C:11]1[S:12][C:13](=[CH:17][C:18]2[CH:23]=[CH:22][C:21]([O:24][C:25]3[CH:30]=[CH:29][C:28]([C:31]#[N:32])=[CH:27][C:26]=3[C:33]([F:35])([F:34])[F:36])=[C:20]([O:37][CH3:38])[CH:19]=2)[C:14](=[O:16])[N:15]=1. The yield is 0.300.